Task: Regression. Given a peptide amino acid sequence and an MHC pseudo amino acid sequence, predict their binding affinity value. This is MHC class I binding data.. Dataset: Peptide-MHC class I binding affinity with 185,985 pairs from IEDB/IMGT (1) The peptide sequence is CVRLNNPVIL. The MHC is HLA-A02:02 with pseudo-sequence HLA-A02:02. The binding affinity (normalized) is 0.163. (2) The peptide sequence is SRWPITHLHTD. The MHC is Mamu-B08 with pseudo-sequence Mamu-B08. The binding affinity (normalized) is 0.412. (3) The peptide sequence is QSGLLDAPR. The MHC is HLA-A03:01 with pseudo-sequence HLA-A03:01. The binding affinity (normalized) is 0.0847. (4) The peptide sequence is IEPLDLPPI. The MHC is Patr-B2401 with pseudo-sequence Patr-B2401. The binding affinity (normalized) is 0.208. (5) The MHC is Mamu-A02 with pseudo-sequence Mamu-A02. The peptide sequence is KTTYWWDGL. The binding affinity (normalized) is 0.541. (6) The peptide sequence is QYGSFCTQL. The MHC is HLA-A01:01 with pseudo-sequence HLA-A01:01. The binding affinity (normalized) is 0. (7) The peptide sequence is NPANKEESI. The MHC is HLA-B39:01 with pseudo-sequence HLA-B39:01. The binding affinity (normalized) is 0.0847. (8) The peptide sequence is VFFGYFASHF. The MHC is HLA-A30:02 with pseudo-sequence HLA-A30:02. The binding affinity (normalized) is 0.266.